The task is: Predict the reactants needed to synthesize the given product.. This data is from Full USPTO retrosynthesis dataset with 1.9M reactions from patents (1976-2016). (1) Given the product [F:35][C:2]1([F:1])[CH2:8][N:7]([CH2:9][CH2:10][C:11]2[CH:12]=[CH:13][CH:14]=[CH:15][CH:16]=2)[C:6]2[N:17]=[C:18]([NH:21][C:22]3[CH:30]=[CH:29][C:25]([C:26]([NH2:38])=[O:28])=[CH:24][C:23]=3[O:31][CH3:32])[N:19]=[CH:20][C:5]=2[N:4]([CH3:33])[C:3]1=[O:34], predict the reactants needed to synthesize it. The reactants are: [F:1][C:2]1([F:35])[CH2:8][N:7]([CH2:9][CH2:10][C:11]2[CH:16]=[CH:15][CH:14]=[CH:13][CH:12]=2)[C:6]2[N:17]=[C:18]([NH:21][C:22]3[CH:30]=[CH:29][C:25]([C:26]([OH:28])=O)=[CH:24][C:23]=3[O:31][CH3:32])[N:19]=[CH:20][C:5]=2[N:4]([CH3:33])[C:3]1=[O:34].C([N:38](C(C)C)C(C)C)C.[Cl-].[NH4+]. (2) Given the product [NH2:21][C:19]1[N:18]=[CH:17][N:16]=[C:15]2[N:14]([C@@H:22]3[CH2:27][CH2:26][CH2:25][N:24]([C:34](=[O:35])[CH2:33][C:31]#[N:32])[CH2:23]3)[N:13]=[C:12]([C:9]3[CH:10]=[CH:11][C:6]([O:5][C:4]4[CH:28]=[CH:29][CH:30]=[C:2]([F:1])[CH:3]=4)=[CH:7][CH:8]=3)[C:20]=12, predict the reactants needed to synthesize it. The reactants are: [F:1][C:2]1[CH:3]=[C:4]([CH:28]=[CH:29][CH:30]=1)[O:5][C:6]1[CH:11]=[CH:10][C:9]([C:12]2[C:20]3[C:15](=[N:16][CH:17]=[N:18][C:19]=3[NH2:21])[N:14]([C@@H:22]3[CH2:27][CH2:26][CH2:25][NH:24][CH2:23]3)[N:13]=2)=[CH:8][CH:7]=1.[C:31]([CH2:33][C:34](O)=[O:35])#[N:32].N1(C(N2C=CN=C2)=O)C=CN=C1. (3) Given the product [C:32]([O:31][CH2:30][CH2:29][O:28][CH2:27][CH2:26][N:23]1[CH2:24][CH2:25][N:20]([C:18]2[C:13]3[CH:14]=[CH:15][CH:16]=[CH:17][C:12]=3[S:11][C:6]3[CH:7]=[CH:8][CH:9]=[CH:10][C:5]=3[N:1]=2)[CH2:21][CH2:22]1)(=[O:34])[CH3:33], predict the reactants needed to synthesize it. The reactants are: [NH:1]([C:5]1[CH:10]=[CH:9][CH:8]=[CH:7][C:6]=1[S:11][C:12]1[CH:17]=[CH:16][CH:15]=[CH:14][C:13]=1[C:18]([N:20]1[CH2:25][CH2:24][N:23]([CH2:26][CH2:27][O:28][CH2:29][CH2:30][O:31][C:32](=[O:34])[CH3:33])[CH2:22][CH2:21]1)=O)C(C)=O. (4) Given the product [CH3:20][C:14]([N:7]1[CH:11]=[N:10][CH:9]=[N:8]1)([CH3:21])[C:15]([O:17][CH2:18][CH3:19])=[O:16], predict the reactants needed to synthesize it. The reactants are: C(=O)([O-])[O-].[Cs+].[Cs+].[N-:7]1[CH:11]=[N:10][CH:9]=[N:8]1.[Na+].Br[C:14]([CH3:21])([CH3:20])[C:15]([O:17][CH2:18][CH3:19])=[O:16]. (5) Given the product [C:1]([C:3]1[CH:8]=[CH:7][C:6]([NH:9][C:10](=[O:26])[C:11]2[CH:16]=[CH:15][CH:14]=[C:13]([S:17]([N:20]3[CH2:21][CH2:22][O:23][CH2:24][CH2:25]3)(=[O:18])=[O:19])[CH:12]=2)=[C:5]([C:27]2[O:28][C:33](=[O:34])[NH:30][N:29]=2)[CH:4]=1)#[N:2], predict the reactants needed to synthesize it. The reactants are: [C:1]([C:3]1[CH:8]=[CH:7][C:6]([NH:9][C:10](=[O:26])[C:11]2[CH:16]=[CH:15][CH:14]=[C:13]([S:17]([N:20]3[CH2:25][CH2:24][O:23][CH2:22][CH2:21]3)(=[O:19])=[O:18])[CH:12]=2)=[C:5]([C:27]([NH:29][NH2:30])=[O:28])[CH:4]=1)#[N:2].C1C[O:34][CH2:33]C1. (6) Given the product [C:20]([C:16]1[CH:15]=[C:14]([CH:19]=[CH:18][CH:17]=1)[CH2:13][NH:12][C:10]([NH:9][C:6]1[CH:7]=[CH:8][C:3]([Cl:2])=[CH:4][CH:5]=1)=[O:11])(=[O:21])[CH3:25], predict the reactants needed to synthesize it. The reactants are: Cl.[Cl:2][C:3]1[CH:8]=[CH:7][C:6]([NH:9][C:10]([NH:12][CH2:13][C:14]2[CH:19]=[CH:18][CH:17]=[C:16]([C:20]3([CH3:25])OCC[O:21]3)[CH:15]=2)=[O:11])=[CH:5][CH:4]=1. (7) Given the product [F:31][C:2]([F:1])([F:30])[C:3]1[CH:4]=[C:5]([CH:23]=[C:24]([C:26]([F:27])([F:28])[F:29])[CH:25]=1)[C:6]([N:8]1[CH2:13][CH2:12][N:11]([CH2:46][CH2:45][CH:43]=[O:44])[CH2:10][C@H:9]1[CH2:14][C:15]1[CH:20]=[CH:19][C:18]([CH3:21])=[C:17]([CH3:22])[CH:16]=1)=[O:7], predict the reactants needed to synthesize it. The reactants are: [F:1][C:2]([F:31])([F:30])[C:3]1[CH:4]=[C:5]([CH:23]=[C:24]([C:26]([F:29])([F:28])[F:27])[CH:25]=1)[C:6]([N:8]1[CH2:13][CH2:12][NH:11][CH2:10][C@H:9]1[CH2:14][C:15]1[CH:20]=[CH:19][C:18]([CH3:21])=[C:17]([CH3:22])[CH:16]=1)=[O:7].N12CCCN=C1CCCCC2.[CH:43]([CH:45]=[CH2:46])=[O:44]. (8) Given the product [C:21]([OH:24])(=[O:38])[CH3:22].[CH:28]1([C:20]2[CH:19]=[C:18]([C:8]3([C:4]4[CH:5]=[CH:6][CH:7]=[C:2]([C:35]5[CH:36]=[N:31][CH:32]=[N:33][CH:34]=5)[CH:3]=4)[C:16]4[C:11](=[N:12][CH:13]=[CH:14][CH:15]=4)[C:10]([NH2:17])=[N:9]3)[CH:23]=[CH:22][C:21]=2[O:24][CH:25]([F:27])[F:26])[CH2:29][CH2:30]1, predict the reactants needed to synthesize it. The reactants are: Br[C:2]1[CH:3]=[C:4]([C:8]2([C:18]3[CH:23]=[CH:22][C:21]([O:24][CH:25]([F:27])[F:26])=[C:20]([CH:28]4[CH2:30][CH2:29]4)[CH:19]=3)[C:16]3[C:11](=[N:12][CH:13]=[CH:14][CH:15]=3)[C:10]([NH2:17])=[N:9]2)[CH:5]=[CH:6][CH:7]=1.[N:31]1[CH:36]=[C:35](B(O)[OH:38])[CH:34]=[N:33][CH:32]=1. (9) Given the product [CH2:1]([O:8][C:9](=[O:10])[NH:11][C@@H:12]([CH:18]([CH3:19])[CH3:20])[CH2:13][CH2:14][OH:15])[C:2]1[CH:7]=[CH:6][CH:5]=[CH:4][CH:3]=1, predict the reactants needed to synthesize it. The reactants are: [CH2:1]([O:8][C:9]([NH:11][C@@H:12]([CH:18]([CH3:20])[CH3:19])[CH2:13][C:14](OC)=[O:15])=[O:10])[C:2]1[CH:7]=[CH:6][CH:5]=[CH:4][CH:3]=1.[Li+].[BH4-]. (10) Given the product [Br:1][C:2]1[C:3]2[CH2:10][CH2:9][C:8]([CH3:12])([OH:11])[C:4]=2[CH:5]=[N:6][CH:7]=1, predict the reactants needed to synthesize it. The reactants are: [Br:1][C:2]1[C:3]2[CH2:10][CH2:9][C:8](=[O:11])[C:4]=2[CH:5]=[N:6][CH:7]=1.[CH3:12][Mg]Br.[NH4+].[Cl-].